Dataset: TCR-epitope binding with 47,182 pairs between 192 epitopes and 23,139 TCRs. Task: Binary Classification. Given a T-cell receptor sequence (or CDR3 region) and an epitope sequence, predict whether binding occurs between them. The epitope is GTSGSPIIDK. The TCR CDR3 sequence is CASSGGLGNIQYF. Result: 1 (the TCR binds to the epitope).